From a dataset of Full USPTO retrosynthesis dataset with 1.9M reactions from patents (1976-2016). Predict the reactants needed to synthesize the given product. (1) Given the product [NH2:8][C:9]1[C:18]([F:19])=[C:17]([Cl:20])[C:16]([F:21])=[C:15]2[C:10]=1[C:11](=[O:30])[C:12]([C:25]([O:27][CH2:28][CH3:29])=[O:26])=[CH:13][N:14]2[CH:22]1[CH2:23][CH2:24]1, predict the reactants needed to synthesize it. The reactants are: C([NH:8][C:9]1[C:18]([F:19])=[C:17]([Cl:20])[C:16]([F:21])=[C:15]2[C:10]=1[C:11](=[O:30])[C:12]([C:25]([O:27][CH2:28][CH3:29])=[O:26])=[CH:13][N:14]2[CH:22]1[CH2:24][CH2:23]1)C1C=CC=CC=1.[H][H]. (2) Given the product [OH:18][C:16]1[CH:17]=[C:2]2[C:3]([C:4]([C:6]3[CH:11]=[CH:10][C:9]([OH:12])=[CH:8][C:7]=3[OH:13])=[N:28][N:27]2[CH2:26][CH2:25][OH:24])=[CH:14][CH:15]=1, predict the reactants needed to synthesize it. The reactants are: O[C:2]1[CH:17]=[C:16]([OH:18])[CH:15]=[CH:14][C:3]=1[C:4]([C:6]1[CH:11]=[CH:10][C:9]([OH:12])=[CH:8][C:7]=1[OH:13])=O.C([O-])(=O)C.[Na+].[OH:24][CH2:25][CH2:26][NH:27][NH2:28]. (3) Given the product [C:70]([C:67]1[CH:68]=[CH:69][C:64]([NH:63][C:30]([CH:20]2[NH:19][CH:18]([CH2:33][C:34]([CH3:37])([CH3:36])[CH3:35])[C:17]3([C:12]4[C:13](=[CH:14][C:9]([Cl:8])=[CH:10][CH:11]=4)[NH:15][C:16]3=[O:38])[CH:21]2[C:22]2[CH:27]=[CH:26][CH:25]=[C:24]([Cl:28])[C:23]=2[F:29])=[O:31])=[C:65]([O:73][CH3:74])[CH:66]=1)(=[O:72])[CH3:71], predict the reactants needed to synthesize it. The reactants are: FC(F)(F)C(O)=O.[Cl:8][C:9]1[CH:14]=[C:13]2[NH:15][C:16](=[O:38])[C:17]3([CH:21]([C:22]4[CH:27]=[CH:26][CH:25]=[C:24]([Cl:28])[C:23]=4[F:29])[CH:20]([C:30](O)=[O:31])[NH:19][CH:18]3[CH2:33][C:34]([CH3:37])([CH3:36])[CH3:35])[C:12]2=[CH:11][CH:10]=1.C(N(C(C)C)CC)(C)C.C1(P(Cl)(C2C=CC=CC=2)=O)C=CC=CC=1.[NH2:63][C:64]1[CH:69]=[CH:68][C:67]([C:70](=[O:72])[CH3:71])=[CH:66][C:65]=1[O:73][CH3:74]. (4) Given the product [NH2:8][C:9]1([C:13]2[CH:14]=[CH:15][C:16]([C:19]3[C:20]([C:36]4[CH:37]=[CH:38][CH:39]=[CH:40][CH:41]=4)=[CH:21][C:22]4[N:27]([CH2:28][C:29]([O:31][CH2:32][CH3:33])=[O:30])[C:26](=[O:34])[CH2:25][O:24][C:23]=4[N:35]=3)=[CH:17][CH:18]=2)[CH2:10][CH2:11][CH2:12]1, predict the reactants needed to synthesize it. The reactants are: C(OC([NH:8][C:9]1([C:13]2[CH:18]=[CH:17][C:16]([C:19]3[C:20]([C:36]4[CH:41]=[CH:40][CH:39]=[CH:38][CH:37]=4)=[CH:21][C:22]4[N:27]([CH2:28][C:29]([O:31][CH2:32][CH3:33])=[O:30])[C:26](=[O:34])[CH2:25][O:24][C:23]=4[N:35]=3)=[CH:15][CH:14]=2)[CH2:12][CH2:11][CH2:10]1)=O)(C)(C)C. (5) Given the product [CH:25]1([N:28]([CH:29]2[CH2:34][CH2:33][N:32]([C:35]3[C:40]([F:41])=[CH:39][C:38]([C:42]([F:44])([F:43])[F:45])=[CH:37][N:36]=3)[CH2:31][CH2:30]2)[C:56](=[O:57])[C:55]2[CH:54]=[CH:53][C:52]([N:48]3[CH:49]=[CH:50][N:51]=[C:47]3[CH3:46])=[CH:60][CH:59]=2)[CH2:26][CH2:27]1, predict the reactants needed to synthesize it. The reactants are: F[P-](F)(F)(F)(F)F.Br[P+](N1CCCC1)(N1CCCC1)N1CCCC1.[CH:25]1([NH:28][CH:29]2[CH2:34][CH2:33][N:32]([C:35]3[C:40]([F:41])=[CH:39][C:38]([C:42]([F:45])([F:44])[F:43])=[CH:37][N:36]=3)[CH2:31][CH2:30]2)[CH2:27][CH2:26]1.[CH3:46][C:47]1[N:48]([C:52]2[CH:60]=[CH:59][C:55]([C:56](O)=[O:57])=[CH:54][CH:53]=2)[CH:49]=[CH:50][N:51]=1.C(#N)C.O.FC(F)(F)C(O)=O. (6) Given the product [NH2:1][C:2]1[CH:7]=[CH:6][CH:5]=[CH:4][C:3]=1[NH:8][C:9](=[O:28])[C:10]1[CH:15]=[CH:14][C:13]([CH2:16][N:17]2[CH2:25][C:24]3[C:19](=[CH:20][CH:21]=[CH:22][C:23]=3[C:30]3[CH:39]=[CH:38][C:37]4[C:32](=[CH:33][CH:34]=[CH:35][CH:36]=4)[CH:31]=3)[C:18]2=[O:27])=[CH:12][CH:11]=1, predict the reactants needed to synthesize it. The reactants are: [NH2:1][C:2]1[CH:7]=[CH:6][CH:5]=[CH:4][C:3]=1[NH:8][C:9](=[O:28])[C:10]1[CH:15]=[CH:14][C:13]([CH2:16][N:17]2[CH2:25][C:24]3[C:19](=[CH:20][CH:21]=[CH:22][C:23]=3Br)[C:18]2=[O:27])=[CH:12][CH:11]=1.B(O)(O)[C:30]1[CH:39]=[CH:38][C:37]2[C:32](=[CH:33][CH:34]=[CH:35][CH:36]=2)[CH:31]=1. (7) Given the product [CH2:1]([O:8][CH2:9][CH2:10][CH2:11][C:12]1[N:17]=[C:16]([S:18][CH3:22])[N:15]=[C:14]([OH:19])[CH:13]=1)[C:2]1[CH:7]=[CH:6][CH:5]=[CH:4][CH:3]=1, predict the reactants needed to synthesize it. The reactants are: [CH2:1]([O:8][CH2:9][CH2:10][CH2:11][C:12]1[N:17]=[C:16]([SH:18])[N:15]=[C:14]([OH:19])[CH:13]=1)[C:2]1[CH:7]=[CH:6][CH:5]=[CH:4][CH:3]=1.[OH-].[K+].[CH3:22]I.